Dataset: Experimentally validated miRNA-target interactions with 360,000+ pairs, plus equal number of negative samples. Task: Binary Classification. Given a miRNA mature sequence and a target amino acid sequence, predict their likelihood of interaction. (1) The miRNA is mmu-miR-290a-3p with sequence AAAGUGCCGCCUAGUUUUAAGCCC. The protein sequence of the target gene is MAEEGNQEFTSKMENSSDSASTSPDAPQPSENPPSPPTSPAAPQTSENPPSPPTSPAVPQTRENPPSPPTSPAAPQPRENPPSPPTSPAAPQPRENPPSPPTSPAAPQPRENPPSPHSNSSGKQPLSGTPKERLKKARSSSHSFCSVVKRMKVENDENNETLSEPGESSKEENCSKAQESLKNKDSEPGEKSSEEKNTCESKSSDTGSSNALPKESENAIIREKLKQEKIRLIRQVEEKEDLLRRLKLVKMYRIKNDVTELENLIKKWRKCGQRLLCELQSIMSEDEDEKLTLTELIDFY.... Result: 0 (no interaction). (2) The miRNA is hsa-miR-548ar-5p with sequence AAAAGUAAUUGCAGUUUUUGC. The protein sequence of the target gene is MMPTELTSLIPGMFDDFSYDSTASTDDYMNLNFSSFFCKKNNVRQFASHFLPPLYWLVFIVGTLGNSLVILVYWYCTRVKTMTDMFLLNLAIADLLFLATLPFWAIAAAGQWMFQTFMCKVVNSMYKMNFYSCVLLIMCISVDRYIAIVQAMKAQVWRQKRLLYSKMVCITIWVMAAVLCTPEILYSQVSGESGIATCTMVYPKDKNAKLKSAVLILKVTLGFFLPFMVMAFCYTIIIHTLVQAKKSSKHKALKVTITVLTVFIMSQFPYNSILVVQAVDAYAMFISNCTISTNIDICFQ.... Result: 0 (no interaction). (3) The miRNA is hsa-miR-3129-5p with sequence GCAGUAGUGUAGAGAUUGGUUU. The protein sequence of the target gene is MKMAAPTANKAASLGCNNKPAFPELDFRSGARVEELNKLIQEFTKHDQREYDDQRALEIHTAKDFIFSMLGMVQKLDQKLPVANEYLLLSGGVREGVVDLDLDELNVYARGTDYDMDFTLLVPALKLHDRNQPVTLDMRHSALCHSWLSLRLFDEGTISKWKDCCTIVDHINGATNYFFSPTKVADWFYDSISIVLSEIQKKPQRGMPKVEKVEKNGTIISIILGVGSSRMLYDIVPVVSFKGWPAVAQSWLMENHFWDGKITEEEVISGFYLVPACSYKGKKDNEWRLSFARSEVQLKK.... Result: 0 (no interaction). (4) The miRNA is rno-miR-100-5p with sequence AACCCGUAGAUCCGAACUUGUG. The protein sequence of the target gene is MGETMSKRLKLHLGGEAEMEERAFVNPFPDYEAAAGALLASGAAEETGCVRPPATTDEPGLPFHQDGKIIHNFIRRIQTKIKDLLQQMEEGLKTADPHDCSAYTGWTGIALLYLQLYRVTCDQTYLLRSLDYVKRTLRNLNGRRVTFLCGDAGPLAVGAVIYHKLRSDCESQECVTKLLQLQRSVVCQESDLPDELLYGRAGYLYALLYLNTEIGPGTVCESAIKEVVNAIIESGKTLSREERKTERCPLLYQWHRKQYVGAAHGMAGIYYMLMQPAAKVDQETLTEMVKPSIDYVRHKK.... Result: 0 (no interaction). (5) The miRNA is hsa-miR-6720-5p with sequence UUCCAGCCCUGGUAGGCGCCGCG. The protein sequence of the target gene is MPPRKKRRQPSQKAPLLFHQQPLEGPKHSCASTQLPITHTRQVPSKPIDHSTITSWVSPDFDTAAGSLFPAYQKHQNRARHSSRKPTTSKFPHLTFESPQSSSSETLGIPLIRECPSESEKDVSRRPLVPVLSPQSCGNMSVQALQSLPYVFIPPDIQTPESSSVKEELIPQDQKENSLLSCTLHTGTPNSPEPGPVLVKDTPEDKYGIKVTWRRRQHLLAYLRERGKLSRSQFLVKS. Result: 1 (interaction).